This data is from Reaction yield outcomes from USPTO patents with 853,638 reactions. The task is: Predict the reaction yield, written as a fraction of the theoretical maximum amount of product (1.0 means a 100% yield; for example, 0.34 means a 34% yield). (1) The reactants are [C:1]([O:5][C:6](=[O:42])[NH:7][CH:8]([N:11]([CH:21]([C:25]1[N:30]([CH2:31][C:32]2[CH:37]=[CH:36][CH:35]=[CH:34][CH:33]=2)[C:29](=[O:38])[C:28]([C:39]#[N:40])=[C:27]([CH3:41])[N:26]=1)[CH:22]([CH3:24])[CH3:23])[C:12]([C:14]1[CH:19]=[CH:18][C:17]([CH3:20])=[CH:16][CH:15]=1)=[O:13])[CH2:9][CH3:10])([CH3:4])([CH3:3])[CH3:2].CCN(CC)CC.[CH3:50][C:51](OC(C)=O)=[O:52]. The catalyst is CC(O)=O.C(Cl)Cl.[Pd]. The product is [C:1]([O:5][C:6](=[O:42])[NH:7][CH:8]([N:11]([CH:21]([C:25]1[N:30]([CH2:31][C:32]2[CH:37]=[CH:36][CH:35]=[CH:34][CH:33]=2)[C:29](=[O:38])[C:28]([CH2:39][NH:40][C:51](=[O:52])[CH3:50])=[C:27]([CH3:41])[N:26]=1)[CH:22]([CH3:23])[CH3:24])[C:12]([C:14]1[CH:19]=[CH:18][C:17]([CH3:20])=[CH:16][CH:15]=1)=[O:13])[CH2:9][CH3:10])([CH3:3])([CH3:4])[CH3:2]. The yield is 0.270. (2) The reactants are [NH2:1][C:2]1[CH:7]=[CH:6][C:5](I)=[CH:4][N:3]=1.[C:9]1([C:15]#[CH:16])[CH:14]=[CH:13][CH:12]=[CH:11][CH:10]=1.C(N(CC)CC)C. The catalyst is C1COCC1.C1C=CC(P(C2C=CC=CC=2)C2C=CC=CC=2)=CC=1.C1C=CC(P(C2C=CC=CC=2)C2C=CC=CC=2)=CC=1.Cl[Pd]Cl.[Cu]I.C1(P(C2C=CC=CC=2)C2C=CC=CC=2)C=CC=CC=1. The product is [C:9]1([C:15]#[C:16][C:5]2[CH:6]=[CH:7][C:2]([NH2:1])=[N:3][CH:4]=2)[CH:14]=[CH:13][CH:12]=[CH:11][CH:10]=1. The yield is 0.620.